This data is from Peptide-MHC class I binding affinity with 185,985 pairs from IEDB/IMGT. The task is: Regression. Given a peptide amino acid sequence and an MHC pseudo amino acid sequence, predict their binding affinity value. This is MHC class I binding data. (1) The peptide sequence is ISSVLTILYY. The MHC is HLA-A03:01 with pseudo-sequence HLA-A03:01. The binding affinity (normalized) is 0.415. (2) The binding affinity (normalized) is 0.452. The peptide sequence is NVTYNIKPV. The MHC is HLA-A68:02 with pseudo-sequence HLA-A68:02. (3) The peptide sequence is MVFQHFHLF. The MHC is HLA-A02:12 with pseudo-sequence HLA-A02:12. The binding affinity (normalized) is 0.0847. (4) The peptide sequence is ILKEPVHGV. The MHC is HLA-A02:03 with pseudo-sequence HLA-A02:03. The binding affinity (normalized) is 0.748. (5) The peptide sequence is KQFPTAFEF. The MHC is Mamu-B52 with pseudo-sequence Mamu-B52. The binding affinity (normalized) is 0.852.